This data is from Reaction yield outcomes from USPTO patents with 853,638 reactions. The task is: Predict the reaction yield, written as a fraction of the theoretical maximum amount of product (1.0 means a 100% yield; for example, 0.34 means a 34% yield). (1) The reactants are [ClH:1].[F:2][C:3]([F:24])([F:23])[C:4]1[CH:5]=[C:6]([CH:20]=[CH:21][CH:22]=1)[O:7][CH2:8][CH2:9][CH2:10][CH2:11][NH:12][CH2:13][C:14]1[CH:19]=[CH:18][CH:17]=[CH:16][CH:15]=1.C=O.S1C=CC=[CH:28]1.C([O-])(=O)C.[K+].[H][H]. The catalyst is CO.[Pd]. The product is [ClH:1].[CH3:28][N:12]([CH2:11][CH2:10][CH2:9][CH2:8][O:7][C:6]1[CH:20]=[CH:21][CH:22]=[C:4]([C:3]([F:23])([F:24])[F:2])[CH:5]=1)[CH2:13][C:14]1[CH:15]=[CH:16][CH:17]=[CH:18][CH:19]=1. The yield is 0.730. (2) The reactants are [Cl:1][C:2]1[N:3]=[C:4]([N:11]2[CH2:16][CH2:15][O:14][CH2:13][CH2:12]2)[C:5]2[S:10][CH:9]=[CH:8][C:6]=2[N:7]=1.C([Li])CCC.CCCCCC.CN([CH:31]=[O:32])C. The catalyst is C1COCC1. The product is [Cl:1][C:2]1[N:3]=[C:4]([N:11]2[CH2:16][CH2:15][O:14][CH2:13][CH2:12]2)[C:5]2[S:10][C:9]([CH:31]=[O:32])=[CH:8][C:6]=2[N:7]=1. The yield is 0.770. (3) The product is [CH:4]1([O:8][C@H:9]([CH3:45])[C@@H:10]([C:41]([OH:43])=[O:42])[NH:11][C:12]([C:14]2[CH:19]=[CH:18][C:17]([C:20]3[CH:25]=[CH:24][C:23]([F:26])=[C:22]([F:27])[CH:21]=3)=[CH:16][C:15]=2[NH:28][C:29]([NH:31][C:32]2[C:37]([CH3:38])=[CH:36][C:35]([CH3:39])=[CH:34][C:33]=2[CH3:40])=[O:30])=[O:13])[CH2:7][CH2:6][CH2:5]1. The yield is 0.610. The reactants are O.[OH-].[Li+].[CH:4]1([O:8][C@H:9]([CH3:45])[C@@H:10]([C:41]([O:43]C)=[O:42])[NH:11][C:12]([C:14]2[CH:19]=[CH:18][C:17]([C:20]3[CH:25]=[CH:24][C:23]([F:26])=[C:22]([F:27])[CH:21]=3)=[CH:16][C:15]=2[NH:28][C:29]([NH:31][C:32]2[C:37]([CH3:38])=[CH:36][C:35]([CH3:39])=[CH:34][C:33]=2[CH3:40])=[O:30])=[O:13])[CH2:7][CH2:6][CH2:5]1.O.Cl. The catalyst is O1CCOCC1. (4) The reactants are [OH:1][C@H:2]1[C:10]2[C:5](=[CH:6][CH:7]=[CH:8][CH:9]=2)[CH2:4][C@:3]1([CH2:20][C:21]1[CH:29]=[CH:28][C:24]([C:25]([OH:27])=[O:26])=[CH:23][CH:22]=1)[C:11]1[CH2:12][C:13]2[C:18]([CH:19]=1)=[CH:17][CH:16]=[CH:15][CH:14]=2.C([O-])([O-])=O.[K+].[K+].[CH2:36](I)[CH3:37]. The catalyst is CN(C=O)C.Cl. The product is [OH:1][C@H:2]1[C:10]2[C:5](=[CH:6][CH:7]=[CH:8][CH:9]=2)[CH2:4][C@:3]1([CH2:20][C:21]1[CH:29]=[CH:28][C:24]([C:25]([O:27][CH2:36][CH3:37])=[O:26])=[CH:23][CH:22]=1)[C:11]1[CH2:12][C:13]2[C:18]([CH:19]=1)=[CH:17][CH:16]=[CH:15][CH:14]=2. The yield is 0.820.